This data is from Forward reaction prediction with 1.9M reactions from USPTO patents (1976-2016). The task is: Predict the product of the given reaction. Given the reactants [CH:1]1[C:6](/[CH:7]=[CH:8]/[C:9]2[CH:14]=[C:13]([OH:15])[CH:12]=[C:11]([OH:16])[CH:10]=2)=[CH:5][CH:4]=[C:3]([OH:17])[CH:2]=1.C1C=CC(NC(C2C=NC3C=CC=CC=3N=2)=O)=C(C2N=C3N(C(CN4CCNCC4)=CS3)C=2)C=1.CC1N=C(C2C=CC=NC=2)SC=1C(NC1C(C2N=C3N(C(CN4CCOCC4)=CS3)C=2)=CC=CC=1)=O, predict the reaction product. The product is: [C:9]1([CH:8]=[CH:7][C:6]2[CH:5]=[CH:4][C:3]([OH:17])=[CH:2][CH:1]=2)[CH:14]=[C:13]([OH:15])[CH:12]=[C:11]([OH:16])[CH:10]=1.